Regression. Given two drug SMILES strings and cell line genomic features, predict the synergy score measuring deviation from expected non-interaction effect. From a dataset of NCI-60 drug combinations with 297,098 pairs across 59 cell lines. (1) Drug 1: CNC(=O)C1=CC=CC=C1SC2=CC3=C(C=C2)C(=NN3)C=CC4=CC=CC=N4. Drug 2: C1C(C(OC1N2C=C(C(=O)NC2=O)F)CO)O. Cell line: HL-60(TB). Synergy scores: CSS=76.8, Synergy_ZIP=10.5, Synergy_Bliss=8.22, Synergy_Loewe=-10.9, Synergy_HSA=10.4. (2) Synergy scores: CSS=0.144, Synergy_ZIP=1.66, Synergy_Bliss=-0.167, Synergy_Loewe=-2.36, Synergy_HSA=-4.38. Cell line: NCI-H322M. Drug 2: C1=NNC2=C1C(=O)NC=N2. Drug 1: CN1C(=O)N2C=NC(=C2N=N1)C(=O)N. (3) Drug 2: CC1=C2C(C(=O)C3(C(CC4C(C3C(C(C2(C)C)(CC1OC(=O)C(C(C5=CC=CC=C5)NC(=O)OC(C)(C)C)O)O)OC(=O)C6=CC=CC=C6)(CO4)OC(=O)C)O)C)O. Synergy scores: CSS=32.5, Synergy_ZIP=2.67, Synergy_Bliss=6.02, Synergy_Loewe=-10.0, Synergy_HSA=6.19. Drug 1: C1CCN(CC1)CCOC2=CC=C(C=C2)C(=O)C3=C(SC4=C3C=CC(=C4)O)C5=CC=C(C=C5)O. Cell line: MCF7.